Predict the reactants needed to synthesize the given product. From a dataset of Full USPTO retrosynthesis dataset with 1.9M reactions from patents (1976-2016). (1) Given the product [S:47]1[CH:48]=[CH:49][N:50]=[C:46]1[NH:45][C:11]([C:8]1[CH:9]=[CH:10][C:5]2[NH:4][CH2:3][CH2:2][O:1][C:6]=2[CH:7]=1)=[O:13], predict the reactants needed to synthesize it. The reactants are: [O:1]1[C:6]2[CH:7]=[C:8]([C:11]([OH:13])=O)[CH:9]=[CH:10][C:5]=2[NH:4][CH2:3][CH2:2]1.CCN(C(C)C)C(C)C.Cl.CN(C)CCCN=C=NCC.ON1C2C=CC=CC=2N=N1.[NH2:45][C:46]1[S:47][CH:48]=[CH:49][N:50]=1.Cl. (2) Given the product [NH2:27][C:24]1[N:25]=[CH:26][C:21]([C:9]2[CH:10]=[C:11]([CH2:15][C:16]([OH:18])=[O:17])[CH:12]=[CH:13][CH:14]=2)=[N:22][C:23]=1[C:28]1[O:29][C:30]2[CH:36]=[C:35]([F:37])[CH:34]=[CH:33][C:31]=2[N:32]=1, predict the reactants needed to synthesize it. The reactants are: CC1(C)C(C)(C)OB([C:9]2[CH:10]=[C:11]([CH2:15][C:16]([OH:18])=[O:17])[CH:12]=[CH:13][CH:14]=2)O1.Br[C:21]1[N:22]=[C:23]([C:28]2[O:29][C:30]3[CH:36]=[C:35]([F:37])[CH:34]=[CH:33][C:31]=3[N:32]=2)[C:24]([NH2:27])=[N:25][CH:26]=1. (3) Given the product [CH:12]1([CH2:11][CH2:10][CH2:9][C@@H:8]([C:18]2[O:22][N:21]=[C:20]([CH2:23][CH2:24][C:25]([O:27][CH2:28][CH3:29])=[O:26])[N:19]=2)[CH2:7][C:6]([OH:37])=[O:5])[CH2:13][CH2:14][CH2:15][CH2:16][CH2:17]1, predict the reactants needed to synthesize it. The reactants are: C([O:5][C:6](=[O:37])[CH2:7][C@H:8]([C:18]1[O:22][N:21]=[C:20]([CH2:23][CH:24](C(OCC)=O)[C:25]([O:27][C:28](C)(C)[CH3:29])=[O:26])[N:19]=1)[CH2:9][CH2:10][CH2:11][CH:12]1[CH2:17][CH2:16][CH2:15][CH2:14][CH2:13]1)(C)(C)C.FC(F)(F)C(O)=O. (4) Given the product [CH3:17][O:18][C:19]([C:21]1([C:26]2[CH:27]=[CH:28][C:29]([NH:32][C:2]3[C:7]4[CH2:8][CH2:9][CH2:10][C:6]=4[N:5]=[C:4]([CH2:11][CH:12]4[CH2:16][CH2:15][CH2:14][CH2:13]4)[N:3]=3)=[CH:30][CH:31]=2)[CH2:22][CH2:23][CH2:24][CH2:25]1)=[O:20], predict the reactants needed to synthesize it. The reactants are: Cl[C:2]1[C:7]2[CH2:8][CH2:9][CH2:10][C:6]=2[N:5]=[C:4]([CH2:11][CH:12]2[CH2:16][CH2:15][CH2:14][CH2:13]2)[N:3]=1.[CH3:17][O:18][C:19]([C:21]1([C:26]2[CH:31]=[CH:30][C:29]([NH2:32])=[CH:28][CH:27]=2)[CH2:25][CH2:24][CH2:23][CH2:22]1)=[O:20]. (5) Given the product [NH2:30][C:26]1[N:27]=[C:28]([CH3:29])[C:23]([CH2:22][NH:21][C:58](=[O:59])[C:43]2[CH:42]=[CH:41][N:46]=[C:45]([CH2:13][C:8]3[C:9]([F:12])=[C:10]4[C:5](=[CH:6][CH:7]=3)[N:4]=[CH:3][C:2]([Cl:1])=[CH:11]4)[CH:44]=2)=[C:24]([CH3:31])[CH:25]=1, predict the reactants needed to synthesize it. The reactants are: [Cl:1][C:2]1[CH:3]=[N:4][C:5]2[C:10]([CH:11]=1)=[C:9]([F:12])[C:8]([C:13](OC)=O)=[CH:7][CH:6]=2.O[Li].O.Cl.[NH2:21][CH2:22][C:23]1[C:24]([CH3:31])=[CH:25][C:26]([NH2:30])=[N:27][C:28]=1[CH3:29].CN(C(ON1N=N[C:42]2[CH:43]=[CH:44][CH:45]=[N:46][C:41]1=2)=[N+](C)C)C.F[P-](F)(F)(F)(F)F.C1C[O:59][CH2:58]C1.